This data is from Forward reaction prediction with 1.9M reactions from USPTO patents (1976-2016). The task is: Predict the product of the given reaction. Given the reactants CO[C:3](=[O:15])[C:4]1[CH:9]=[CH:8][C:7]([N+:10]([O-:12])=[O:11])=[CH:6][C:5]=1[CH2:13]Br.[CH2:16]([O:18][C:19](=[O:30])[CH2:20][CH2:21][CH2:22][C:23]1[CH:28]=[CH:27][C:26]([NH2:29])=[CH:25][CH:24]=1)[CH3:17].NC1C=CC=CC=1, predict the reaction product. The product is: [CH2:16]([O:18][C:19](=[O:30])[CH2:20][CH2:21][CH2:22][C:23]1[CH:24]=[CH:25][C:26]([N:29]2[CH2:13][C:5]3[C:4](=[CH:9][CH:8]=[C:7]([N+:10]([O-:12])=[O:11])[CH:6]=3)[C:3]2=[O:15])=[CH:27][CH:28]=1)[CH3:17].